From a dataset of Merck oncology drug combination screen with 23,052 pairs across 39 cell lines. Regression. Given two drug SMILES strings and cell line genomic features, predict the synergy score measuring deviation from expected non-interaction effect. (1) Drug 1: CCC1=CC2CN(C1)Cc1c([nH]c3ccccc13)C(C(=O)OC)(c1cc3c(cc1OC)N(C)C1C(O)(C(=O)OC)C(OC(C)=O)C4(CC)C=CCN5CCC31C54)C2. Drug 2: CC1(c2nc3c(C(N)=O)cccc3[nH]2)CCCN1. Cell line: PA1. Synergy scores: synergy=-6.32. (2) Cell line: NCIH460. Drug 2: NC(=O)c1cccc2cn(-c3ccc(C4CCCNC4)cc3)nc12. Drug 1: CC(=O)OC1C(=O)C2(C)C(O)CC3OCC3(OC(C)=O)C2C(OC(=O)c2ccccc2)C2(O)CC(OC(=O)C(O)C(NC(=O)c3ccccc3)c3ccccc3)C(C)=C1C2(C)C. Synergy scores: synergy=19.7.